From a dataset of Forward reaction prediction with 1.9M reactions from USPTO patents (1976-2016). Predict the product of the given reaction. Given the reactants Br[C:2]1[C:3]2[C:10]([CH3:11])=[CH:9][S:8][C:4]=2[N:5]=[CH:6][N:7]=1.[C:12]([CH2:14][C:15]([O:17][CH2:18][CH3:19])=[O:16])#[N:13].C([O-])([O-])=O.[Cs+].[Cs+].N1C=CC=CC=1C(O)=O, predict the reaction product. The product is: [C:12]([CH:14]([C:2]1[C:3]2[C:10]([CH3:11])=[CH:9][S:8][C:4]=2[N:5]=[CH:6][N:7]=1)[C:15]([O:17][CH2:18][CH3:19])=[O:16])#[N:13].